Dataset: Catalyst prediction with 721,799 reactions and 888 catalyst types from USPTO. Task: Predict which catalyst facilitates the given reaction. (1) Reactant: [Br:1][C:2]1[CH:17]=[CH:16][C:5]2[N:6]=[C:7]([O:9][CH:10]3[CH2:15][CH2:14][NH:13][CH2:12][CH2:11]3)[S:8][C:4]=2[CH:3]=1.Cl[C:19]1[N:24]=[CH:23][C:22]([CH2:25][CH2:26][CH3:27])=[CH:21][N:20]=1.C([O-])([O-])=O.[K+].[K+]. Product: [Br:1][C:2]1[CH:17]=[CH:16][C:5]2[N:6]=[C:7]([O:9][CH:10]3[CH2:11][CH2:12][N:13]([C:19]4[N:24]=[CH:23][C:22]([CH2:25][CH2:26][CH3:27])=[CH:21][N:20]=4)[CH2:14][CH2:15]3)[S:8][C:4]=2[CH:3]=1. The catalyst class is: 18. (2) Reactant: C([O:8][C:9]1[CH:14]=[CH:13][C:12]([C:15]2[CH:20]=[CH:19][CH:18]=[C:17]([N:21]3[C:25]([CH3:26])=[CH:24][CH:23]=[C:22]3[CH3:27])[N:16]=2)=[C:11]([O:28][CH3:29])[CH:10]=1)C1C=CC=CC=1.C([O-])=O.[NH4+]. Product: [CH3:27][C:22]1[N:21]([C:17]2[N:16]=[C:15]([C:12]3[CH:13]=[CH:14][C:9]([OH:8])=[CH:10][C:11]=3[O:28][CH3:29])[CH:20]=[CH:19][CH:18]=2)[C:25]([CH3:26])=[CH:24][CH:23]=1. The catalyst class is: 5. (3) Product: [CH3:18][O:17][C:14]1[CH:15]=[CH:16][C:11]([C@H:8]2[N:7]3[C:21](=[O:24])[CH2:22][NH:25][C:4](=[O:3])[C@@H:6]3[CH2:10][CH2:9]2)=[C:12]([CH3:20])[C:13]=1[CH3:19]. The catalyst class is: 24. Reactant: C([O:3][C:4]([C@H:6]1[CH2:10][CH2:9][C@@H:8]([C:11]2[CH:16]=[CH:15][C:14]([O:17][CH3:18])=[C:13]([CH3:19])[C:12]=2[CH3:20])[N:7]1[C:21](=[O:24])[CH2:22]Cl)=O)C.[NH3:25]. (4) Reactant: B(F)(F)F.[CH3:5]COCC.[CH:10]1[C:15](/[CH:16]=[CH:17]/[C:18]([OH:20])=[O:19])=[CH:14][CH:13]=[C:12]([OH:21])[CH:11]=1. Product: [C:18]([O:20][CH3:5])(=[O:19])/[CH:17]=[CH:16]/[C:15]1[CH:14]=[CH:13][C:12]([OH:21])=[CH:11][CH:10]=1. The catalyst class is: 5. (5) Reactant: [CH3:1][NH:2][CH2:3][CH:4]1[O:9][C:8]2[CH:10]=[C:11]([S:14]([CH3:17])(=[O:16])=[O:15])[CH:12]=[CH:13][C:7]=2[CH2:6][O:5]1.[CH2:18](Br)[C:19]1[CH:24]=[CH:23][CH:22]=[CH:21][CH:20]=1.C(=O)([O-])[O-].[K+].[K+].C(#N)C. Product: [CH2:18]([N:2]([CH3:1])[CH2:3][CH:4]1[O:9][C:8]2[CH:10]=[C:11]([S:14]([CH3:17])(=[O:16])=[O:15])[CH:12]=[CH:13][C:7]=2[CH2:6][O:5]1)[C:19]1[CH:24]=[CH:23][CH:22]=[CH:21][CH:20]=1. The catalyst class is: 25.